From a dataset of Full USPTO retrosynthesis dataset with 1.9M reactions from patents (1976-2016). Predict the reactants needed to synthesize the given product. (1) Given the product [Br:16][C:17]1[CH:24]=[C:23]([F:25])[CH:22]=[C:21]([N:8]2[N:7]=[CH:6][C:5]3[C:4]4[CH2:3][C:2]([CH3:15])([CH3:1])[CH2:13][C:12]=4[S:11][C:10]=3[C:9]2=[O:14])[C:18]=1[CH:19]=[O:20], predict the reactants needed to synthesize it. The reactants are: [CH3:1][C:2]1([CH3:15])[CH2:13][C:12]2[S:11][C:10]3[C:9](=[O:14])[NH:8][N:7]=[CH:6][C:5]=3[C:4]=2[CH2:3]1.[Br:16][C:17]1[CH:24]=[C:23]([F:25])[CH:22]=[C:21](Br)[C:18]=1[CH:19]=[O:20].N(CC(O)=O)C.C([O-])([O-])=O.[K+].[K+]. (2) Given the product [CH2:14]([NH:13][C@@H:10]1[CH2:11][CH2:12][N:8]([CH2:1][C:2]2[CH:3]=[CH:4][CH:5]=[CH:6][CH:7]=2)[CH2:9]1)[C:15]1[CH:20]=[CH:19][CH:18]=[CH:17][CH:16]=1, predict the reactants needed to synthesize it. The reactants are: [CH2:1]([N:8]1[CH2:12][CH2:11][C@@H:10]([NH2:13])[CH2:9]1)[C:2]1[CH:7]=[CH:6][CH:5]=[CH:4][CH:3]=1.[CH:14](=O)[C:15]1[CH:20]=[CH:19][CH:18]=[CH:17][CH:16]=1.C(O[BH-](OC(=O)C)OC(=O)C)(=O)C.[Na+].C(O)(=O)C. (3) Given the product [Cl:1][C:2]1[C:7]([F:8])=[CH:6][CH:5]=[C:4]([Cl:9])[C:3]=1[C@H:10]([C:12]1[C:20]2[C:15](=[N:16][CH:17]=[C:18]([C:21]3[CH:22]=[N:23][N:24]([CH2:26][C:27]([NH2:32])=[O:29])[CH:25]=3)[CH:19]=2)[NH:14][CH:13]=1)[CH3:11], predict the reactants needed to synthesize it. The reactants are: [Cl:1][C:2]1[C:7]([F:8])=[CH:6][CH:5]=[C:4]([Cl:9])[C:3]=1[C@H:10]([C:12]1[C:20]2[C:15](=[N:16][CH:17]=[C:18]([C:21]3[CH:22]=[N:23][N:24]([CH2:26][C:27]([OH:29])=O)[CH:25]=3)[CH:19]=2)[NH:14][CH:13]=1)[CH3:11].Cl.C[NH:32]C.CN(C(ON1N=NC2C=CC=CC1=2)=[N+](C)C)C.[B-](F)(F)(F)F.CCN(C(C)C)C(C)C.